From a dataset of Forward reaction prediction with 1.9M reactions from USPTO patents (1976-2016). Predict the product of the given reaction. (1) Given the reactants [C:1]1([C:7]2[N:11]=[C:10]([N:12]3[CH2:17][CH2:16][NH:15][CH2:14][CH2:13]3)[S:9][N:8]=2)[CH:6]=[CH:5][CH:4]=[CH:3][CH:2]=1.C(N(CC)CC)C.[CH3:25][O:26][C:27]1[CH:32]=[CH:31][CH:30]=[CH:29][C:28]=1[N:33]=[C:34]=[O:35], predict the reaction product. The product is: [CH3:25][O:26][C:27]1[CH:32]=[CH:31][CH:30]=[CH:29][C:28]=1[NH:33][C:34]([N:15]1[CH2:16][CH2:17][N:12]([C:10]2[S:9][N:8]=[C:7]([C:1]3[CH:2]=[CH:3][CH:4]=[CH:5][CH:6]=3)[N:11]=2)[CH2:13][CH2:14]1)=[O:35]. (2) Given the reactants [N:1]1[C:5]2[CH:6]=[CH:7][CH:8]=[CH:9][C:4]=2[NH:3][CH:2]=1.C(=O)([O-])[O-].[Cs+].[Cs+].I[C:17]1[CH:22]=[CH:21][CH:20]=[CH:19][CH:18]=1.N1C2C(=CC=C3C=2N=CC=C3)C=CC=1, predict the reaction product. The product is: [C:17]1([N:1]2[C:5]3[CH:6]=[CH:7][CH:8]=[CH:9][C:4]=3[N:3]=[CH:2]2)[CH:22]=[CH:21][CH:20]=[CH:19][CH:18]=1.